From a dataset of CYP1A2 inhibition data for predicting drug metabolism from PubChem BioAssay. Regression/Classification. Given a drug SMILES string, predict its absorption, distribution, metabolism, or excretion properties. Task type varies by dataset: regression for continuous measurements (e.g., permeability, clearance, half-life) or binary classification for categorical outcomes (e.g., BBB penetration, CYP inhibition). Dataset: cyp1a2_veith. (1) The drug is O=C(N/N=C/c1ccc(F)cc1)c1ccc(Br)cc1. The result is 1 (inhibitor). (2) The compound is COc1ccc(NC(=O)CCNS(=O)(=O)c2ccc3c(c2)CCC(=O)N3)cc1. The result is 0 (non-inhibitor). (3) The molecule is COC(=O)C1=C(C)NC2=C(C(=O)CCC2)C1c1cn(Cc2ccc(Cl)cc2Cl)nc1-c1ccccc1. The result is 0 (non-inhibitor). (4) The drug is C[C@H](CN(C)C)C(=O)c1ccccc1C(=O)O. The result is 0 (non-inhibitor). (5) The drug is Cc1ccc(CS(=O)(=O)CCC(=O)NCCCN2CCCC2)cc1. The result is 0 (non-inhibitor). (6) The result is 0 (non-inhibitor). The molecule is Cn1c(SCC(=O)Nc2ccccc2)nc(O)cc1=O. (7) The result is 1 (inhibitor). The drug is COC(=O)c1[nH]c2ccc(Br)cc2c1NC(=O)Oc1ccccc1.